From a dataset of Catalyst prediction with 721,799 reactions and 888 catalyst types from USPTO. Predict which catalyst facilitates the given reaction. (1) Reactant: C(OC(=O)[NH:7][C@@H:8]1[C@@H:12]([C:13]2[CH:18]=[C:17]([F:19])[CH:16]=[CH:15][C:14]=2[F:20])[CH2:11][N:10]([C:21]2[CH:26]=[C:25]([O:27][CH2:28][CH2:29][C@H:30]([CH:32]3[CH2:37][CH2:36][N:35]([C:38]4[O:42][N:41]=[C:40]([CH:43]([CH3:45])[CH3:44])[N:39]=4)[CH2:34][CH2:33]3)[CH3:31])[N:24]=[CH:23][N:22]=2)[CH2:9]1)(C)(C)C.C(O)(C(F)(F)F)=O. Product: [F:20][C:14]1[CH:15]=[CH:16][C:17]([F:19])=[CH:18][C:13]=1[C@H:12]1[CH2:11][N:10]([C:21]2[CH:26]=[C:25]([O:27][CH2:28][CH2:29][C@H:30]([CH:32]3[CH2:33][CH2:34][N:35]([C:38]4[O:42][N:41]=[C:40]([CH:43]([CH3:45])[CH3:44])[N:39]=4)[CH2:36][CH2:37]3)[CH3:31])[N:24]=[CH:23][N:22]=2)[CH2:9][C@@H:8]1[NH2:7]. The catalyst class is: 2. (2) Reactant: Cl[C:2]1[C:11]([CH:12]=[O:13])=[CH:10][C:9]2[C:4](=[C:5]([Cl:14])[CH:6]=[CH:7][CH:8]=2)[N:3]=1.C([O-])([O-])=O.[Na+].[Na+].[C:21]1(B(O)O)[CH:26]=[CH:25][CH:24]=[CH:23][CH:22]=1. Product: [Cl:14][C:5]1[CH:6]=[CH:7][CH:8]=[C:9]2[C:4]=1[N:3]=[C:2]([C:21]1[CH:26]=[CH:25][CH:24]=[CH:23][CH:22]=1)[C:11]([CH:12]=[O:13])=[CH:10]2. The catalyst class is: 57. (3) Reactant: [Cl:1][C:2]1[CH:25]=[CH:24][C:5]([CH2:6][NH:7][C:8]([C:10]2[C:11](=[O:23])[C:12]3[S:19][C:18]([CH2:20]Cl)=[C:17]([CH3:22])[C:13]=3[N:14]([CH3:16])[CH:15]=2)=[O:9])=[CH:4][CH:3]=1.[O:26]1[C:31]2[CH:32]=[CH:33][C:34]([CH:36]([OH:40])[CH2:37][NH:38][CH3:39])=[CH:35][C:30]=2[O:29][CH2:28][CH2:27]1.C(N(C(C)C)CC)(C)C. Product: [Cl:1][C:2]1[CH:3]=[CH:4][C:5]([CH2:6][NH:7][C:8]([C:10]2[C:11](=[O:23])[C:12]3[S:19][C:18]([CH2:20][N:38]([CH2:37][CH:36]([C:34]4[CH:33]=[CH:32][C:31]5[O:26][CH2:27][CH2:28][O:29][C:30]=5[CH:35]=4)[OH:40])[CH3:39])=[C:17]([CH3:22])[C:13]=3[N:14]([CH3:16])[CH:15]=2)=[O:9])=[CH:24][CH:25]=1. The catalyst class is: 18. (4) Reactant: [F:1][C:2]1[CH:7]=[CH:6][C:5]([CH:8]([OH:29])[CH:9]([CH2:15][C:16]2[CH:21]=[CH:20][CH:19]=[C:18]([O:22][C:23]3[CH:28]=[CH:27][CH:26]=[CH:25][CH:24]=3)[CH:17]=2)[C:10]([O:12]CC)=[O:11])=[CH:4][CH:3]=1.[OH-].[Na+].Cl. Product: [F:1][C:2]1[CH:3]=[CH:4][C:5]([CH:8]([OH:29])[CH:9]([CH2:15][C:16]2[CH:21]=[CH:20][CH:19]=[C:18]([O:22][C:23]3[CH:28]=[CH:27][CH:26]=[CH:25][CH:24]=3)[CH:17]=2)[C:10]([OH:12])=[O:11])=[CH:6][CH:7]=1. The catalyst class is: 5. (5) Reactant: Cl[C:2]1[C:7]([C:8]([O:10][CH2:11][CH3:12])=[O:9])=[CH:6][N:5]=[C:4]([S:13][CH3:14])[N:3]=1.[CH3:15][C:16]([NH2:19])([CH3:18])[CH3:17].CCN(C(C)C)C(C)C. Product: [C:16]([NH:19][C:2]1[C:7]([C:8]([O:10][CH2:11][CH3:12])=[O:9])=[CH:6][N:5]=[C:4]([S:13][CH3:14])[N:3]=1)([CH3:18])([CH3:17])[CH3:15]. The catalyst class is: 8.